Dataset: Retrosynthesis with 50K atom-mapped reactions and 10 reaction types from USPTO. Task: Predict the reactants needed to synthesize the given product. Given the product Cc1c(C=C2C(=O)Nc3cccc(-c4cccc(F)c4)c32)[nH]c2c1C(=O)N(CCN1CCCCC1)CC2, predict the reactants needed to synthesize it. The reactants are: Cc1c(C=O)[nH]c2c1C(=O)N(CCN1CCCCC1)CC2.O=C1Cc2c(cccc2-c2cccc(F)c2)N1.